This data is from Peptide-MHC class II binding affinity with 134,281 pairs from IEDB. The task is: Regression. Given a peptide amino acid sequence and an MHC pseudo amino acid sequence, predict their binding affinity value. This is MHC class II binding data. (1) The peptide sequence is GELQIVDKIDYAFKI. The MHC is DRB3_0202 with pseudo-sequence DRB3_0202. The binding affinity (normalized) is 0.421. (2) The peptide sequence is KVLELAAALSDDFER. The MHC is HLA-DQA10501-DQB10301 with pseudo-sequence HLA-DQA10501-DQB10301. The binding affinity (normalized) is 0.282.